The task is: Predict which catalyst facilitates the given reaction.. This data is from Catalyst prediction with 721,799 reactions and 888 catalyst types from USPTO. (1) Reactant: [NH2:1][C@H:2]1[CH2:6][N:5]([C:7](OC(C)(C)C)=O)[C@@H:4]([CH3:14])[CH2:3]1.[Cl:15][C:16]1[CH:21]=[C:20]([F:22])[C:19]([Cl:23])=[CH:18][C:17]=1[S:24](Cl)(=[O:26])=[O:25].CC[N:30](C(C)C)C(C)C.N#CBr.C(O)C(N)(CO)CO. Product: [Cl:15][C:16]1[CH:21]=[C:20]([F:22])[C:19]([Cl:23])=[CH:18][C:17]=1[S:24]([NH:1][C@@H:2]1[CH2:3][C@H:4]([CH3:14])[N:5]([C:7]#[N:30])[CH2:6]1)(=[O:26])=[O:25]. The catalyst class is: 2. (2) Reactant: [CH2:1]([C:4]1[C:12]([N:13]([CH:16]2[CH2:21][CH2:20][C:19]([F:23])([F:22])[CH2:18][CH2:17]2)[CH2:14][CH3:15])=[CH:11][CH:10]=[CH:9][C:5]=1[C:6]([OH:8])=O)[CH:2]=[CH2:3].[CH2:24]([C:28]1[CH:33]=[C:32]([CH3:34])[N:31]=[C:30]([O:35][CH3:36])[C:29]=1[CH2:37][NH2:38])[CH2:25][CH:26]=[CH2:27].C(Cl)CCl.C1C=NC2N(O)N=NC=2C=1.CN1CCOCC1. Product: [CH2:1]([C:4]1[C:12]([N:13]([CH:16]2[CH2:21][CH2:20][C:19]([F:23])([F:22])[CH2:18][CH2:17]2)[CH2:14][CH3:15])=[CH:11][CH:10]=[CH:9][C:5]=1[C:6]([NH:38][CH2:37][C:29]1[C:30]([O:35][CH3:36])=[N:31][C:32]([CH3:34])=[CH:33][C:28]=1[CH2:24][CH2:25][CH:26]=[CH2:27])=[O:8])[CH:2]=[CH2:3]. The catalyst class is: 2. (3) Reactant: [CH2:1]([O:3][C:4](=[O:42])[CH2:5][CH2:6][CH2:7][O:8][C:9]1[CH:14]=[CH:13][CH:12]=[C:11]([CH2:15][CH2:16][CH2:17][CH2:18][CH2:19][CH2:20][O:21][C:22]2[CH:27]=[C:26]([S:28]([CH2:31][CH2:32][CH3:33])(=[O:30])=[O:29])[CH:25]=[C:24](Br)[CH:23]=2)[C:10]=1[CH2:35][CH2:36][C:37]([O:39][CH2:40][CH3:41])=[O:38])[CH3:2].[C:43](=[O:46])([O-])[O-:44].[Cs+].[Cs+]. Product: [CH2:1]([O:3][C:4](=[O:42])[CH2:5][CH2:6][CH2:7][O:8][C:9]1[CH:14]=[CH:13][CH:12]=[C:11]([CH2:15][CH2:16][CH2:17][CH2:18][CH2:19][CH2:20][O:21][C:22]2[CH:27]=[C:26]([S:28]([CH2:31][CH2:32][CH3:33])(=[O:30])=[O:29])[CH:25]=[C:24]([C:9]3[CH:14]=[CH:13][C:12]4[O:44][CH2:43][O:46][C:11]=4[CH:10]=3)[CH:23]=2)[C:10]=1[CH2:35][CH2:36][C:37]([O:39][CH2:40][CH3:41])=[O:38])[CH3:2]. The catalyst class is: 140. (4) Reactant: C([O:3][C:4]([C:6]1[N:10]([CH2:11][C:12]2[CH:17]=[CH:16][C:15]([C:18]([F:21])([F:20])[F:19])=[CH:14][C:13]=2[Cl:22])[N:9]=[C:8]([C:23]([CH3:26])([CH3:25])[CH3:24])[CH:7]=1)=O)C.[H-].C([Al+]CC(C)C)C(C)C.O.O.O.O.O.O.O.O.O.O.[O-]S([O-])(=O)=O.[Na+].[Na+]. Product: [C:23]([C:8]1[CH:7]=[C:6]([CH2:4][OH:3])[N:10]([CH2:11][C:12]2[CH:17]=[CH:16][C:15]([C:18]([F:21])([F:20])[F:19])=[CH:14][C:13]=2[Cl:22])[N:9]=1)([CH3:26])([CH3:24])[CH3:25]. The catalyst class is: 207. (5) Reactant: [C:1]([C:4]1[CH:5]=[N:6][CH:7]=[CH:8][CH:9]=1)(=[O:3])[CH3:2].[BrH:10].[Br-].[Br-].[Br-].[NH+]1C=CC=CC=1.[NH+]1C=CC=CC=1.[NH+]1C=CC=CC=1. Product: [Br:10][CH2:2][C:1]([C:4]1[CH:5]=[N:6][CH:7]=[CH:8][CH:9]=1)=[O:3]. The catalyst class is: 15. (6) Reactant: [Li+].[OH-:2].C1C[O:6][CH2:5][CH2:4]1.O.C[CH2:10][N:11](CC)CC.[CH2:16]([Cl:18])Cl. Product: [CH2:5]([O:6][C:16]([Cl:18])=[O:2])[CH3:4].[NH3:11].[CH3:10][NH2:11]. The catalyst class is: 142. (7) Reactant: [Cl:1][C:2]1[CH:3]=[C:4]2[C:8](=[CH:9][CH:10]=1)[NH:7][CH:6]=[CH:5]2.O.[NH:12]1[CH2:17][CH2:16][C:15](=O)[CH2:14][CH2:13]1.Cl.[OH-].[K+]. Product: [Cl:1][C:2]1[CH:3]=[C:4]2[C:8](=[CH:9][CH:10]=1)[NH:7][CH:6]=[C:5]2[C:15]1[CH2:16][CH2:17][NH:12][CH2:13][CH:14]=1. The catalyst class is: 8. (8) The catalyst class is: 375. Reactant: [N+:1]([C:4]1[CH:9]=[CH:8][C:7]([CH2:10][CH2:11][CH2:12]O)=[CH:6][CH:5]=1)([O-:3])=[O:2].CC1C=CC=C(C)N=1.CS(OS(C)(=O)=O)(=O)=O.[Br-:31].[Li+]. Product: [Br:31][CH2:12][CH2:11][CH2:10][C:7]1[CH:8]=[CH:9][C:4]([N+:1]([O-:3])=[O:2])=[CH:5][CH:6]=1. (9) Reactant: [CH3:1][C:2]1[C:7]([N:8]2[C:12]3[CH:13]=[CH:14][C:15]([C:17]([F:20])([F:19])[F:18])=[CH:16][C:11]=3[N:10]=[C:9]2[C@H:21]2[CH2:25][CH2:24][CH2:23][O:22]2)=[CH:6][CH:5]=[CH:4][C:3]=1[CH2:26][OH:27].CC(OI1(OC(C)=O)(OC(C)=O)OC(=O)C2C=CC=CC1=2)=O.S([O-])([O-])(=O)=S.[Na+].[Na+].C(=O)([O-])O.[Na+]. Product: [CH3:1][C:2]1[C:7]([N:8]2[C:12]3[CH:13]=[CH:14][C:15]([C:17]([F:19])([F:20])[F:18])=[CH:16][C:11]=3[N:10]=[C:9]2[C@H:21]2[CH2:25][CH2:24][CH2:23][O:22]2)=[CH:6][CH:5]=[CH:4][C:3]=1[CH:26]=[O:27]. The catalyst class is: 10. (10) Reactant: C[Si](C)(C)CCOC[N:7](COCC[Si](C)(C)C)[C:8]1[N:13]2[N:14]=[CH:15][C:16]([C:17]3[CH:18]=[N:19][C:20]4[C:25]([CH:26]=3)=[CH:24][CH:23]=[CH:22][CH:21]=4)=[C:12]2[N:11]=[C:10]([CH:27]2[CH2:32][N:31](C(OC(C)(C)C)=O)[CH:30]([C:40]([O:42][C:43](C)(C)C)=[O:41])[CH2:29][CH2:28]2)[CH:9]=1.Cl. Product: [NH2:7][C:8]1[N:13]2[N:14]=[CH:15][C:16]([C:17]3[CH:18]=[N:19][C:20]4[C:25]([CH:26]=3)=[CH:24][CH:23]=[CH:22][CH:21]=4)=[C:12]2[N:11]=[C:10]([CH:27]2[CH2:32][NH:31][CH:30]([C:40]([O:42][CH3:43])=[O:41])[CH2:29][CH2:28]2)[CH:9]=1. The catalyst class is: 71.